This data is from Full USPTO retrosynthesis dataset with 1.9M reactions from patents (1976-2016). The task is: Predict the reactants needed to synthesize the given product. Given the product [Cl:1][C:2]1[CH:3]=[C:4]([C:5]2[N:14]([CH3:13])[C:15]([CH2:16][CH2:17][CH2:18][CH:19]=[CH2:20])=[N:8][N:7]=2)[CH:9]=[CH:10][CH:11]=1, predict the reactants needed to synthesize it. The reactants are: [Cl:1][C:2]1[CH:3]=[C:4]([CH:9]=[CH:10][CH:11]=1)[C:5]([NH:7][NH2:8])=O.Cl.[CH3:13][NH:14][C:15](=NC)[CH2:16][CH2:17][CH2:18][CH:19]=[CH2:20].